Dataset: CYP2D6 inhibition data for predicting drug metabolism from PubChem BioAssay. Task: Regression/Classification. Given a drug SMILES string, predict its absorption, distribution, metabolism, or excretion properties. Task type varies by dataset: regression for continuous measurements (e.g., permeability, clearance, half-life) or binary classification for categorical outcomes (e.g., BBB penetration, CYP inhibition). Dataset: cyp2d6_veith. The molecule is O=C(c1ccccc1)c1c[nH]c(C(=O)NCCCN2CCOCC2)c1. The result is 0 (non-inhibitor).